Predict the reaction yield, written as a fraction of the theoretical maximum amount of product (1.0 means a 100% yield; for example, 0.34 means a 34% yield). From a dataset of Reaction yield outcomes from USPTO patents with 853,638 reactions. (1) The reactants are N[CH:2]1[CH2:6][N:5](C(CC)C(N)=[O:9])[C:4](=[O:13])[CH2:3]1.CO[C:16]1([O:21][CH3:22])[CH2:20][CH2:19][CH2:18]O1.N1C=CC=CC=1. The catalyst is CC(O)=O. The product is [NH:5]1[CH2:6][CH2:2][CH2:3][C:4]1=[O:13].[O:21]1[CH:22]=[CH:18][C:19]([OH:9])=[CH:20][CH2:16]1. The yield is 0.301. (2) The reactants are [C:1]([NH:11][C:12]1[CH:17]=[CH:16][C:15]([N:18]2[CH2:23][CH2:22][O:21][CH2:20][CH2:19]2)=[C:14]([F:24])[CH:13]=1)([O:3][CH2:4][C:5]1C=CC=CC=1)=[O:2].C([Li])(C)(C)C.ClC[C@@H](O)[CH2:33][N:34]([CH2:42][C:43]1[CH:48]=[CH:47][CH:46]=[CH:45][CH:44]=1)[CH2:35][C:36]1[CH:41]=[CH:40][CH:39]=[CH:38][CH:37]=1.[Cl-].[NH4+]. The catalyst is C(OCC)(=O)C.CO. The product is [CH2:42]([N:34]([CH2:33][C@@H:4]1[O:3][C:1](=[O:2])[N:11]([C:12]2[CH:17]=[CH:16][C:15]([N:18]3[CH2:19][CH2:20][O:21][CH2:22][CH2:23]3)=[C:14]([F:24])[CH:13]=2)[CH2:5]1)[CH2:35][C:36]1[CH:41]=[CH:40][CH:39]=[CH:38][CH:37]=1)[C:43]1[CH:48]=[CH:47][CH:46]=[CH:45][CH:44]=1. The yield is 0.650. (3) The reactants are [C:1]([O:9][CH2:10][CH3:11])(=[O:8])[CH2:2][C:3]([O:5][CH2:6][CH3:7])=[O:4].[H-].[Na+].C(O[CH:17]([NH:22][C:23]1[CH:28]=[CH:27][CH:26]=[CH:25][CH:24]=1)[C:18]([F:21])([F:20])[F:19])C.Cl. The catalyst is O1CCCC1. The product is [F:19][C:18]([F:20])([F:21])[CH:17]([CH:2]([C:3]([O:5][CH2:6][CH3:7])=[O:4])[C:1]([O:9][CH2:10][CH3:11])=[O:8])[NH:22][C:23]1[CH:28]=[CH:27][CH:26]=[CH:25][CH:24]=1. The yield is 0.540. (4) The reactants are FC(F)(F)C(O)=O.CO[CH:10]1[CH:14]([C:15]2[CH:20]=[CH:19][C:18]([C:21]3[N:26]=[CH:25][CH:24]=[CH:23][N:22]=3)=[CH:17][CH:16]=2)[CH2:13][CH:12](OC)O1.C(#[N:31])C. No catalyst specified. The product is [N:22]1[CH:23]=[CH:24][CH:25]=[N:26][C:21]=1[C:18]1[CH:19]=[CH:20][C:15]([C:14]2[CH:13]=[CH:12][NH:31][CH:10]=2)=[CH:16][CH:17]=1. The yield is 0.700. (5) The reactants are [Cl:1][C:2]1[CH:7]=[CH:6][CH:5]=[CH:4][C:3]=1[N:8]1[C:12]([S:13][C:14]2[CH:19]=[CH:18][N:17]=[C:16]([O:20][CH3:21])[CH:15]=2)=[CH:11][C:10]([C:22](OCC)=[O:23])=[N:9]1.[H-].C([Al+]CC(C)C)C(C)C.C1(C)C=CC=CC=1.O.O.O.O.O.O.O.O.O.O.[O-]S([O-])(=O)=O.[Na+].[Na+]. The catalyst is O1CCCC1. The product is [Cl:1][C:2]1[CH:7]=[CH:6][CH:5]=[CH:4][C:3]=1[N:8]1[C:12]([S:13][C:14]2[CH:19]=[CH:18][N:17]=[C:16]([O:20][CH3:21])[CH:15]=2)=[CH:11][C:10]([CH:22]=[O:23])=[N:9]1. The yield is 0.790.